This data is from Forward reaction prediction with 1.9M reactions from USPTO patents (1976-2016). The task is: Predict the product of the given reaction. (1) Given the reactants C([O:9][CH2:10][CH2:11][CH2:12][CH2:13][C:14]1[S:15][C:16]([NH:19][C:20](=[O:33])[CH2:21][C:22]2[CH:27]=[CH:26][CH:25]=[C:24]([O:28][C:29]([F:32])([F:31])[F:30])[CH:23]=2)=[N:17][N:18]=1)(=O)C1C=CC=CC=1.[Li+].[OH-], predict the reaction product. The product is: [OH:9][CH2:10][CH2:11][CH2:12][CH2:13][C:14]1[S:15][C:16]([NH:19][C:20](=[O:33])[CH2:21][C:22]2[CH:27]=[CH:26][CH:25]=[C:24]([O:28][C:29]([F:31])([F:32])[F:30])[CH:23]=2)=[N:17][N:18]=1. (2) The product is: [C:49]1([S+:42]([C:36]2[CH:37]=[CH:38][CH:39]=[CH:40][CH:41]=2)[C:43]2[CH:48]=[CH:47][CH:46]=[CH:45][CH:44]=2)[CH:50]=[CH:51][CH:52]=[CH:53][CH:54]=1.[C:24]([O:1][CH:2]([CH3:19])[CH2:3][CH:4]([S:5]([C:8]([F:9])([F:10])[F:11])(=[O:6])=[O:7])[S:12]([C:15]([F:17])([F:18])[F:16])(=[O:14])=[O:13])(=[O:28])[C:25]([CH3:27])=[CH2:26]. Given the reactants [OH:1][CH:2]([CH3:19])[CH2:3][CH:4]([S:12]([C:15]([F:18])([F:17])[F:16])(=[O:14])=[O:13])[S:5]([C:8]([F:11])([F:10])[F:9])(=[O:7])=[O:6].C(Cl)(Cl)Cl.[C:24](O[C:24](=[O:28])[C:25]([CH3:27])=[CH2:26])(=[O:28])[C:25]([CH3:27])=[CH2:26].[Cl-].[C:36]1([S+:42]([C:49]2[CH:54]=[CH:53][CH:52]=[CH:51][CH:50]=2)[C:43]2[CH:48]=[CH:47][CH:46]=[CH:45][CH:44]=2)[CH:41]=[CH:40][CH:39]=[CH:38][CH:37]=1, predict the reaction product. (3) Given the reactants [C:1]([C:3]1[C:15]2[C:14]3[C:9](=[CH:10][CH:11]=[C:12]([C:16]4[CH:21]=[CH:20][C:19]([N:22]5[CH2:27][CH2:26][N:25]([CH3:28])[CH2:24][CH2:23]5)=[CH:18][CH:17]=4)[CH:13]=3)[NH:8][C:7]=2[N:6]=[CH:5][CH:4]=1)#[CH:2].[N:29]([CH2:32][C:33]1[CH:38]=[CH:37][C:36]([CH3:39])=[CH:35][CH:34]=1)=[N+:30]=[N-:31].C(N(C(C)C)CC)(C)C, predict the reaction product. The product is: [CH3:39][C:36]1[CH:35]=[CH:34][C:33]([CH2:32][N:29]2[CH:2]=[C:1]([C:3]3[C:15]4[C:14]5[C:9](=[CH:10][CH:11]=[C:12]([C:16]6[CH:17]=[CH:18][C:19]([N:22]7[CH2:23][CH2:24][N:25]([CH3:28])[CH2:26][CH2:27]7)=[CH:20][CH:21]=6)[CH:13]=5)[NH:8][C:7]=4[N:6]=[CH:5][CH:4]=3)[N:31]=[N:30]2)=[CH:38][CH:37]=1. (4) Given the reactants [C:1](Cl)([O:3][CH2:4][C:5]1[CH:10]=[CH:9][CH:8]=[CH:7][CH:6]=1)=[O:2].[I:12][C:13]1[CH:14]=[N:15][NH:16][CH:17]=1.CCN(CC)CC, predict the reaction product. The product is: [CH2:4]([O:3][C:1]([N:15]1[CH:14]=[C:13]([I:12])[CH:17]=[N:16]1)=[O:2])[C:5]1[CH:10]=[CH:9][CH:8]=[CH:7][CH:6]=1. (5) Given the reactants [Cl:1][C:2]1[CH:7]=[CH:6][C:5]([NH2:8])=[CH:4][C:3]=1[C:9](=[O:11])[CH3:10].C(N(C(C)C)CC)(C)C.[CH3:21][O:22][C:23]1[CH:24]=[C:25]([CH:29]=[C:30]([O:32][CH3:33])[CH:31]=1)[C:26](Cl)=[O:27], predict the reaction product. The product is: [C:9]([C:3]1[CH:4]=[C:5]([NH:8][C:26](=[O:27])[C:25]2[CH:29]=[C:30]([O:32][CH3:33])[CH:31]=[C:23]([O:22][CH3:21])[CH:24]=2)[CH:6]=[CH:7][C:2]=1[Cl:1])(=[O:11])[CH3:10]. (6) The product is: [C:1]([O:5][C:6]([CH2:8][NH:9][C:10]1[CH:11]=[C:12]([C:16]2[N:21]=[CH:20][C:19]([CH2:22][CH:23]([O:29][CH2:30][CH3:31])[C:24]([O:26][CH2:27][CH3:28])=[O:25])=[CH:18][CH:17]=2)[CH:13]=[CH:14][CH:15]=1)=[O:7])([CH3:4])([CH3:2])[CH3:3]. Given the reactants [C:1]([O:5][C:6]([CH2:8][NH:9][C:10]1[CH:11]=[C:12]([C:16]2[N:21]=[CH:20][C:19]([CH:22]=[C:23]([O:29][CH2:30][CH3:31])[C:24]([O:26][CH2:27][CH3:28])=[O:25])=[CH:18][CH:17]=2)[CH:13]=[CH:14][CH:15]=1)=[O:7])([CH3:4])([CH3:3])[CH3:2].[H][H], predict the reaction product. (7) Given the reactants [N:1]1[N:5]2[C:6]3[C:11]([CH:12]=[CH:13][C:4]2=[N:3][CH:2]=1)=[CH:10][C:9]([S:14][C:15]1[CH:16]=[C:17]([C:21]2([C:27]([NH2:29])=O)[CH2:26][CH2:25][O:24][CH2:23][CH2:22]2)[CH:18]=[CH:19][CH:20]=1)=[CH:8][CH:7]=3.COC1(C2C=C(SC3C=C4C(=CC=3)N3N=CN=C3C=C4)C=CC=2)CCOCC1.N1N2C3C(C=CC2=NC=1)=CC(SC1C=C(C2(O)CCOCC2)C=CC=1)=CC=3.N1N2C3C(C=CC2=NC=1)=CC(SC1N=C(C2(C#N)CCOCC2)C=CC=1)=CC=3.N1N2C3C(C=CC2=NC=1)=CC(SC1N=C(C2(C(N)=O)CCOCC2)C=CC=1)=CC=3, predict the reaction product. The product is: [N:1]1[N:5]2[C:6]3[C:11]([CH:12]=[CH:13][C:4]2=[N:3][CH:2]=1)=[CH:10][C:9]([S:14][C:15]1[CH:16]=[C:17]([C:21]2([C:27]#[N:29])[CH2:22][CH2:23][O:24][CH2:25][CH2:26]2)[CH:18]=[CH:19][CH:20]=1)=[CH:8][CH:7]=3. (8) Given the reactants [F:1][C:2]([F:12])([F:11])[C:3]1[CH:10]=[CH:9][CH:8]=[CH:7][C:4]=1[CH2:5][Br:6].[C:13]1([P:19]([C:26]2[CH:31]=[CH:30][CH:29]=[CH:28][CH:27]=2)[C:20]2[CH:25]=[CH:24][CH:23]=[CH:22][CH:21]=2)[CH:18]=[CH:17][CH:16]=[CH:15][CH:14]=1.CCOCC.[PH4+], predict the reaction product. The product is: [Br-:6].[C:26]1([P+:19]([C:13]2[CH:14]=[CH:15][CH:16]=[CH:17][CH:18]=2)([C:20]2[CH:25]=[CH:24][CH:23]=[CH:22][CH:21]=2)[CH2:5][C:4]2[CH:7]=[CH:8][CH:9]=[CH:10][C:3]=2[C:2]([F:12])([F:11])[F:1])[CH:27]=[CH:28][CH:29]=[CH:30][CH:31]=1.